This data is from CYP1A2 inhibition data for predicting drug metabolism from PubChem BioAssay. The task is: Regression/Classification. Given a drug SMILES string, predict its absorption, distribution, metabolism, or excretion properties. Task type varies by dataset: regression for continuous measurements (e.g., permeability, clearance, half-life) or binary classification for categorical outcomes (e.g., BBB penetration, CYP inhibition). Dataset: cyp1a2_veith. (1) The molecule is CCCCOC(=O)c1ccc(O)cc1. The result is 1 (inhibitor). (2) The molecule is CCCNC(=O)NS(=O)(=O)c1ccc(Cl)cc1. The result is 0 (non-inhibitor). (3) The drug is COc1ccc2c(Cl)cc(NC(=S)Nc3ccccc3)nc2c1. The result is 1 (inhibitor). (4) The drug is CCOC(=O)N1CCC(NC(=O)CCC(=O)N2CCOc3ccccc32)CC1. The result is 0 (non-inhibitor). (5) The molecule is C=C(C)[C@H]1CN[C@H](C(=O)O)[C@@H]1CC(=O)O. The result is 0 (non-inhibitor). (6) The compound is CS(=O)(=O)N1CCC2(CC1)CN(c1ccccn1)C2. The result is 0 (non-inhibitor). (7) The drug is O=C(CSc1nnc(SCc2cccc3ccccc23)s1)c1ccc2c(c1)OCO2. The result is 1 (inhibitor).